This data is from Reaction yield outcomes from USPTO patents with 853,638 reactions. The task is: Predict the reaction yield, written as a fraction of the theoretical maximum amount of product (1.0 means a 100% yield; for example, 0.34 means a 34% yield). (1) The product is [CH3:12][O:15][C:4]1[CH:5]=[C:6]2[C:10](=[CH:11][CH:3]=1)[N:9]([CH3:18])[N:8]=[CH:7]2. The reactants are CO[C:3]1[CH:11]=[C:10]2[C:6]([CH:7]=[N:8][NH:9]2)=[CH:5][CH:4]=1.[C:12](=[O:15])([O-])[O-].[K+].[K+].[CH3:18]I.N#N. The yield is 0.470. The catalyst is CN(C=O)C. (2) The reactants are Cl[C:2]1[C:7]([C:8]([NH:10][CH2:11][C:12]2[CH:17]=[CH:16][CH:15]=[C:14]([F:18])[CH:13]=2)=[O:9])=[C:6]([CH3:19])[CH:5]=[C:4]([N:20]2[CH2:25][CH2:24][O:23][CH2:22][CH2:21]2)[N:3]=1.[CH:26]([Mg]Cl)([CH3:28])[CH3:27].[NH4+].[Cl-]. The catalyst is C1COCC1.CN1C(=O)CCC1. The product is [F:18][C:14]1[CH:13]=[C:12]([CH2:11][NH:10][C:8]([C:7]2[C:2]([CH:26]([CH3:28])[CH3:27])=[N:3][C:4]([N:20]3[CH2:25][CH2:24][O:23][CH2:22][CH2:21]3)=[CH:5][C:6]=2[CH3:19])=[O:9])[CH:17]=[CH:16][CH:15]=1. The yield is 0.360. (3) The reactants are C([O:3][C:4]([C:6]1[C:10]([C:11]([F:14])([F:13])[F:12])=[CH:9][S:8][C:7]=1[NH2:15])=O)C.[CH:16]([NH2:18])=O. The catalyst is O. The product is [F:12][C:11]([F:14])([F:13])[C:10]1[C:6]2[C:4](=[O:3])[NH:18][CH:16]=[N:15][C:7]=2[S:8][CH:9]=1. The yield is 0.390. (4) The reactants are CS(O[CH2:6][C@@H:7]([NH:23][C:24]([O:26][C:27]([CH3:30])([CH3:29])[CH3:28])=[O:25])[C@H:8]([O:15][Si:16]([C:19]([CH3:22])([CH3:21])[CH3:20])([CH3:18])[CH3:17])[C@@H:9]([CH3:14])[CH2:10][N:11]=[N+]=[N-])(=O)=O.CCN(C(C)C)C(C)C. The catalyst is CO.[Pd]. The product is [Si:16]([O:15][C@@H:8]1[C@@H:9]([CH3:14])[CH2:10][NH:11][CH2:6][C@H:7]1[NH:23][C:24](=[O:25])[O:26][C:27]([CH3:30])([CH3:28])[CH3:29])([C:19]([CH3:21])([CH3:22])[CH3:20])([CH3:17])[CH3:18]. The yield is 0.980. (5) The reactants are [NH2:1][C:2]1[C:11]2[CH:10]=[N:9][C:8](SC)=[N:7][C:6]=2[N:5]([CH3:14])[C:4](=[O:15])[CH:3]=1.ClC1C=C(C=CC=1)C(OO)=O.Cl.[F:28][C:29]1([F:36])[CH2:34][CH2:33][CH:32]([NH2:35])[CH2:31][CH2:30]1. The catalyst is C(Cl)Cl. The product is [NH2:1][C:2]1[C:11]2[CH:10]=[N:9][C:8]([NH:35][CH:32]3[CH2:33][CH2:34][C:29]([F:36])([F:28])[CH2:30][CH2:31]3)=[N:7][C:6]=2[N:5]([CH3:14])[C:4](=[O:15])[CH:3]=1. The yield is 0.490. (6) The reactants are [Cl:1][C:2]1[CH:9]=[CH:8][C:5]([CH:6]=O)=[CH:4][CH:3]=1.[CH2:10]([NH2:13])[CH:11]=[CH2:12].[BH4-].[Na+]. The catalyst is CO. The product is [Cl:1][C:2]1[CH:9]=[CH:8][C:5]([CH2:6][NH:13][CH2:10][CH:11]=[CH2:12])=[CH:4][CH:3]=1. The yield is 0.860.